From a dataset of Full USPTO retrosynthesis dataset with 1.9M reactions from patents (1976-2016). Predict the reactants needed to synthesize the given product. (1) The reactants are: [Cl:1][C:2]1[CH:27]=[CH:26][C:5]([CH2:6][N:7]2[C:15]3[C:10](=[CH:11][C:12]([CH:16]=[C:17]4[S:21][C:20](SCC)=[N:19][C:18]4=[O:25])=[CH:13][CH:14]=3)[CH:9]=[N:8]2)=[C:4]([C:28]([F:31])([F:30])[F:29])[CH:3]=1.[NH:32]1[CH2:37][CH2:36][O:35][C@H:34]([CH2:38][OH:39])[CH2:33]1. Given the product [Cl:1][C:2]1[CH:27]=[CH:26][C:5]([CH2:6][N:7]2[C:15]3[C:10](=[CH:11][C:12]([CH:16]=[C:17]4[S:21][C:20]([N:32]5[CH2:37][CH2:36][O:35][C@H:34]([CH2:38][OH:39])[CH2:33]5)=[N:19][C:18]4=[O:25])=[CH:13][CH:14]=3)[CH:9]=[N:8]2)=[C:4]([C:28]([F:29])([F:31])[F:30])[CH:3]=1, predict the reactants needed to synthesize it. (2) Given the product [CH3:7][O:8][C:9]1[CH:14]=[CH:13][CH:12]=[CH:11][C:10]=1[N:15]1[CH2:20][CH2:19][C:18]([CH2:21][OH:22])([C:25]2[CH:30]=[CH:29][CH:28]=[C:27]([O:31][CH3:32])[CH:26]=2)[CH2:17][CH2:16]1, predict the reactants needed to synthesize it. The reactants are: [H-].[Al+3].[Li+].[H-].[H-].[H-].[CH3:7][O:8][C:9]1[CH:14]=[CH:13][CH:12]=[CH:11][C:10]=1[N:15]1[CH2:20][CH2:19][C:18]([C:25]2[CH:30]=[CH:29][CH:28]=[C:27]([O:31][CH3:32])[CH:26]=2)([C:21](OC)=[O:22])[CH2:17][CH2:16]1.N.